This data is from Reaction yield outcomes from USPTO patents with 853,638 reactions. The task is: Predict the reaction yield, written as a fraction of the theoretical maximum amount of product (1.0 means a 100% yield; for example, 0.34 means a 34% yield). (1) The reactants are [CH3:1][N:2]([CH2:9][CH2:10][O:11][C:12]1[CH:25]=[CH:24][C:15]([CH2:16][CH:17]2[S:21][C:20](=[O:22])[NH:19][C:18]2=[O:23])=[CH:14][CH:13]=1)[C:3]1[CH:8]=[CH:7][CH:6]=[CH:5][N:4]=1.[C:26]([OH:33])(=[O:32])/[CH:27]=[CH:28]\[C:29]([OH:31])=[O:30]. The catalyst is C(O)C. The product is [CH3:1][N:2]([C:3]1[CH:8]=[CH:7][CH:6]=[CH:5][N:4]=1)[CH2:9][CH2:10][O:11][C:12]1[CH:25]=[CH:24][C:15]([CH2:16][CH:17]2[S:21][C:20](=[O:22])[NH:19][C:18]2=[O:23])=[CH:14][CH:13]=1.[CH:27](/[C:26]([OH:33])=[O:32])=[CH:28]/[C:29]([OH:31])=[O:30]. The yield is 0.730. (2) The reactants are [CH2:1]([C:5]1[N:6]=[C:7]([CH3:27])[NH:8][C:9](=[O:26])[C:10]=1[CH2:11][C:12]1[CH:17]=[CH:16][C:15]([C:18]2[C:19]([C:24]#[N:25])=[CH:20][CH:21]=[CH:22][CH:23]=2)=[CH:14][CH:13]=1)[CH2:2][CH2:3][CH3:4].[H-].[Na+].Br[CH2:31][CH2:32][C:33]1[C:42]2[C:37](=[CH:38][CH:39]=[CH:40][CH:41]=2)[CH:36]=[CH:35][CH:34]=1.[Cl-].O[NH3+:45].[C:46](=[O:49])([O-])[OH:47].[Na+]. The catalyst is C(OCC)(=O)C.CS(C)=O.CN(C)C=O. The product is [CH2:1]([C:5]1[N:6]=[C:7]([CH3:27])[N:8]([CH2:31][CH2:32][C:33]2[C:42]3[C:37](=[CH:38][CH:39]=[CH:40][CH:41]=3)[CH:36]=[CH:35][CH:34]=2)[C:9](=[O:26])[C:10]=1[CH2:11][C:12]1[CH:17]=[CH:16][C:15]([C:18]2[CH:23]=[CH:22][CH:21]=[CH:20][C:19]=2[C:24]2[NH:45][C:46](=[O:49])[O:47][N:25]=2)=[CH:14][CH:13]=1)[CH2:2][CH2:3][CH3:4]. The yield is 0.220.